Dataset: Full USPTO retrosynthesis dataset with 1.9M reactions from patents (1976-2016). Task: Predict the reactants needed to synthesize the given product. (1) Given the product [F:15][C:16]1[CH:17]=[C:18]([S:23]([NH:1][C:4]2[CH:13]=[CH:12][CH:11]=[C:10]3[C:5]=2[CH:6]=[CH:7][C:8]([NH:35][CH:33]([C:31]2[O:32][C:28]([CH3:27])=[CH:29][CH:30]=2)[CH3:34])=[N:9]3)(=[O:25])=[O:24])[CH:19]=[C:20]([F:22])[CH:21]=1, predict the reactants needed to synthesize it. The reactants are: [N+:1]([C:4]1[CH:13]=[CH:12][CH:11]=[C:10]2[C:5]=1[CH:6]=[CH:7][C:8](Cl)=[N:9]2)([O-])=O.[F:15][C:16]1[CH:17]=[C:18]([S:23](Cl)(=[O:25])=[O:24])[CH:19]=[C:20]([F:22])[CH:21]=1.[CH3:27][C:28]1[O:32][C:31]([CH:33]([NH2:35])[CH3:34])=[CH:30][CH:29]=1. (2) Given the product [CH2:8]([S:15][C:16]1[N:21]=[C:20]([NH:22][S:4]([CH2:1][CH2:2][CH3:3])(=[O:6])=[O:5])[CH:19]=[C:18]([NH:27][C@H:28]([CH3:31])[CH2:29][CH3:32])[N:17]=1)[C:9]1[CH:14]=[CH:13][CH:12]=[CH:11][CH:10]=1, predict the reactants needed to synthesize it. The reactants are: [CH2:1]([S:4](Cl)(=[O:6])=[O:5])[CH2:2][CH3:3].[CH2:8]([S:15][C:16]1[N:21]=[C:20]([NH:22]S(C)(=O)=O)[CH:19]=[C:18]([NH:27][C@H:28]([CH3:31])[CH2:29]O)[N:17]=1)[C:9]1[CH:14]=[CH:13][CH:12]=[CH:11][CH:10]=1.[CH:32](N(CC)C(C)C)(C)C.